Dataset: Reaction yield outcomes from USPTO patents with 853,638 reactions. Task: Predict the reaction yield, written as a fraction of the theoretical maximum amount of product (1.0 means a 100% yield; for example, 0.34 means a 34% yield). (1) The catalyst is ClCCl. The product is [C:1]([N:8]1[CH2:16][CH2:15][CH:14]2[N:17]([C:18](=[O:21])[CH2:19][CH3:20])[CH:10]([CH2:11][CH2:12][CH2:13]2)[CH2:9]1)([O:3][C:4]([CH3:7])([CH3:6])[CH3:5])=[O:2]. The yield is 0.760. The reactants are [C:1]([N:8]1[CH2:16][CH2:15][CH:14]2[NH:17][CH:10]([CH2:11][CH2:12][CH2:13]2)[CH2:9]1)([O:3][C:4]([CH3:7])([CH3:6])[CH3:5])=[O:2].[C:18](O[C:18](=[O:21])[CH2:19][CH3:20])(=[O:21])[CH2:19][CH3:20].[OH-].[Na+]. (2) The reactants are [C:1]([C:9]1[CH:10]=[C:11]2[C:15](=[CH:16][CH:17]=1)[N:14]([C:18]([NH:20][CH2:21][CH2:22][C:23]([O:25][CH2:26][CH3:27])=[O:24])=[O:19])[CH2:13][CH2:12]2)#[C:2][CH2:3][CH2:4][CH2:5][CH2:6][CH2:7][CH3:8]. The catalyst is CCO.[Pd]. The product is [CH2:1]([C:9]1[CH:10]=[C:11]2[C:15](=[CH:16][CH:17]=1)[N:14]([C:18]([NH:20][CH2:21][CH2:22][C:23]([O:25][CH2:26][CH3:27])=[O:24])=[O:19])[CH2:13][CH2:12]2)[CH2:2][CH2:3][CH2:4][CH2:5][CH2:6][CH2:7][CH3:8]. The yield is 0.900.